This data is from Reaction yield outcomes from USPTO patents with 853,638 reactions. The task is: Predict the reaction yield, written as a fraction of the theoretical maximum amount of product (1.0 means a 100% yield; for example, 0.34 means a 34% yield). (1) The reactants are [CH2:1]([NH:8][C:9]([N:11]1[CH:16]2[C@H:17]([CH3:41])[N:18]([CH2:30][C:31]3[CH:32]=[CH:33][CH:34]=[C:35]4[C:40]=3[N:39]=[CH:38][CH:37]=[CH:36]4)[C:19](=[O:29])[C@H:20]([CH2:21][C:22]3[CH:27]=[CH:26][C:25]([OH:28])=[CH:24][CH:23]=3)[N:15]2[C:14](=[O:42])[CH2:13][N:12]1[CH3:43])=[O:10])[C:2]1[CH:7]=[CH:6][CH:5]=[CH:4][CH:3]=1.C1COCC1.[C:49](Cl)(=[O:54])[CH2:50][CH2:51][CH2:52][CH3:53].C(N(CC)CC)C. The catalyst is C(OCC)(=O)C. The product is [C:49]([O:28][C:25]1[CH:24]=[CH:23][C:22]([CH2:21][C@@H:20]2[N:15]3[CH:16]([N:11]([C:9](=[O:10])[NH:8][CH2:1][C:2]4[CH:3]=[CH:4][CH:5]=[CH:6][CH:7]=4)[N:12]([CH3:43])[CH2:13][C:14]3=[O:42])[C@H:17]([CH3:41])[N:18]([CH2:30][C:31]3[CH:32]=[CH:33][CH:34]=[C:35]4[C:40]=3[N:39]=[CH:38][CH:37]=[CH:36]4)[C:19]2=[O:29])=[CH:27][CH:26]=1)(=[O:54])[CH2:50][CH2:51][CH2:52][CH3:53]. The yield is 0.900. (2) The reactants are [CH2:1]1[C@@H:6]2[CH2:7][CH2:8][CH2:9][N:5]2[CH2:4][C@@H:3]([CH2:10][OH:11])[O:2]1.C(N(CC)CC)C.[CH3:19][S:20](Cl)(=[O:22])=[O:21]. The catalyst is ClCCl. The product is [CH3:19][S:20]([O:11][CH2:10][C@H:3]1[O:2][CH2:1][C@@H:6]2[CH2:7][CH2:8][CH2:9][N:5]2[CH2:4]1)(=[O:22])=[O:21]. The yield is 0.800. (3) The catalyst is CN1C=CC(=O)C1=O. The product is [CH:24]1([NH:30][C:2]2[CH:7]=[C:6]([CH3:8])[N:5]=[C:4]([NH:9][C:10]3[CH:15]=[CH:14][C:13]([N:16]4[CH:20]=[C:19]([CH3:21])[N:18]=[CH:17]4)=[C:12]([O:22][CH3:23])[CH:11]=3)[N:3]=2)[CH2:29][CH2:28][CH2:27][CH2:26][CH2:25]1. The reactants are Cl[C:2]1[CH:7]=[C:6]([CH3:8])[N:5]=[C:4]([NH:9][C:10]2[CH:15]=[CH:14][C:13]([N:16]3[CH:20]=[C:19]([CH3:21])[N:18]=[CH:17]3)=[C:12]([O:22][CH3:23])[CH:11]=2)[N:3]=1.[CH:24]1([NH2:30])[CH2:29][CH2:28][CH2:27][CH2:26][CH2:25]1. The yield is 0.820. (4) The reactants are [CH2:1]([O:8][CH2:9][CH2:10][CH2:11][C:12]([OH:14])=O)[C:2]1[CH:7]=[CH:6][CH:5]=[CH:4][CH:3]=1.CCN(CC)CC.CN(C(O[N:30]1N=[N:37][C:32]2[CH:33]=CC=C[C:31]1=2)=[N+](C)C)C.[B-](F)(F)(F)F.C([O-])(=[O:46])C.[NH4+]. The catalyst is C(Cl)Cl. The product is [CH2:1]([O:8][CH2:9][CH2:10][CH2:11][C:12]([NH:37][C@@H:32]1[CH2:33][NH:30][C:31]1=[O:46])=[O:14])[C:2]1[CH:3]=[CH:4][CH:5]=[CH:6][CH:7]=1. The yield is 0.480. (5) The product is [CH3:9][O:10][C:11]1[CH:19]=[C:18]2[C:14]([CH2:15][CH2:16][NH:32][C:17]2=[O:20])=[CH:13][CH:12]=1. The catalyst is ClCCl.ClC(Cl)C.[Ti](Cl)(Cl)(Cl)Cl.O.CO. The reactants are Cl.NO.C([O-])(=O)C.[Na+].[CH3:9][O:10][C:11]1[CH:19]=[C:18]2[C:14]([CH2:15][CH2:16][C:17]2=[O:20])=[CH:13][CH:12]=1.COC1C=C2C(CCC2=[N:32]O)=CC=1.C(N(CC)CC)C.CS(Cl)(=O)=O.CS(ON=C1C2C(=CC=C(OC)C=2)CC1)(=O)=O.C(=O)(O)[O-].[Na+]. The yield is 0.550. (6) The reactants are [CH:1]([C:3]1[CH:8]=[CH:7][CH:6]=[CH:5][C:4]=1[CH2:9][C:10]([OH:12])=O)=O.[CH3:13][NH:14][NH2:15]. The catalyst is CCO. The product is [CH3:13][N:14]1[C:10](=[O:12])[CH2:9][C:4]2[CH:5]=[CH:6][CH:7]=[CH:8][C:3]=2[CH:1]=[N:15]1. The yield is 0.500.